This data is from Full USPTO retrosynthesis dataset with 1.9M reactions from patents (1976-2016). The task is: Predict the reactants needed to synthesize the given product. Given the product [CH3:14][O:13][C:5]1[CH:6]=[C:7]2[C:11](=[CH:12][C:4]=1[Br:3])[CH2:10][CH2:9][CH2:8]2.[Br:3][C:4]1[CH:12]=[C:11]2[C:7]([CH2:8][CH2:9][CH2:10]2)=[CH:6][C:5]=1[OH:13], predict the reactants needed to synthesize it. The reactants are: CI.[Br:3][C:4]1[CH:12]=[C:11]2[C:7]([CH2:8][CH2:9][CH2:10]2)=[CH:6][C:5]=1[OH:13].[C:14]([O-])([O-])=O.[K+].[K+].CN(C=O)C.